From a dataset of Reaction yield outcomes from USPTO patents with 853,638 reactions. Predict the reaction yield, written as a fraction of the theoretical maximum amount of product (1.0 means a 100% yield; for example, 0.34 means a 34% yield). (1) The reactants are [C:1]([O:5][C:6](=[O:23])[N:7]([CH2:13][C:14]1[CH:22]=[CH:21][C:17]2[O:18][CH2:19][O:20][C:16]=2[CH:15]=1)[CH2:8][CH2:9][CH2:10][NH:11][CH3:12])([CH3:4])([CH3:3])[CH3:2].[Cl:24][C:25]1[N:29]=[C:28](Cl)[S:27][N:26]=1.CS(C)=O. The catalyst is O. The product is [C:1]([O:5][C:6](=[O:23])[N:7]([CH2:13][C:14]1[CH:22]=[CH:21][C:17]2[O:18][CH2:19][O:20][C:16]=2[CH:15]=1)[CH2:8][CH2:9][CH2:10][N:11]([C:28]1[S:27][N:26]=[C:25]([Cl:24])[N:29]=1)[CH3:12])([CH3:4])([CH3:2])[CH3:3]. The yield is 0.690. (2) The reactants are [NH2:1][C:2]1[CH:7]=[CH:6][C:5]([B:8]2[O:16][C:13]([CH3:15])([CH3:14])[C:10]([CH3:12])([CH3:11])[O:9]2)=[CH:4][CH:3]=1.[CH:17]1[C:29]2[CH:28]([CH2:30][O:31][C:32]([NH:34][C@H:35]([CH:44]([CH3:46])[CH3:45])[C:36]([NH:38][C@H:39]([CH3:43])[C:40](O)=[O:41])=[O:37])=[O:33])[C:27]3[C:22](=[CH:23][CH:24]=[CH:25][CH:26]=3)[C:21]=2[CH:20]=[CH:19][CH:18]=1.C1CCC(N=C=NC2CCCCC2)CC1. The catalyst is CN(C1C=CN=CC=1)C.C(Cl)Cl. The product is [CH3:45][CH:44]([CH3:46])[C@H:35]([NH:34][C:32](=[O:33])[O:31][CH2:30][CH:28]1[C:27]2[CH:26]=[CH:25][CH:24]=[CH:23][C:22]=2[C:21]2[C:29]1=[CH:17][CH:18]=[CH:19][CH:20]=2)[C:36](=[O:37])[NH:38][C@@H:39]([CH3:43])[C:40](=[O:41])[NH:1][C:2]1[CH:7]=[CH:6][C:5]([B:8]2[O:16][C:13]([CH3:15])([CH3:14])[C:10]([CH3:11])([CH3:12])[O:9]2)=[CH:4][CH:3]=1. The yield is 0.880. (3) The reactants are B.C1C[O:5]CC1.[Br:7][C:8]1[CH:21]=[CH:20][C:19]2[O:18][C:17]3[C:12](=[CH:13][CH:14]=[C:15]([Br:22])[CH:16]=3)[C:11](=[CH2:23])[C:10]=2[CH:9]=1.OO.[OH-].[Na+]. The catalyst is C1COCC1.O. The product is [Br:7][C:8]1[CH:21]=[CH:20][C:19]2[O:18][C:17]3[C:12](=[CH:13][CH:14]=[C:15]([Br:22])[CH:16]=3)[CH:11]([CH2:23][OH:5])[C:10]=2[CH:9]=1. The yield is 0.370. (4) The reactants are [CH3:1][C:2]1[N:11]([CH:12]2[CH2:17][CH2:16][C:15](=[O:18])[NH:14][C:13]2=[O:19])[C:10](=[O:20])[C:9]2[C:4](=[CH:5][CH:6]=[C:7]([N+:21]([O-])=O)[CH:8]=2)[N:3]=1.CC#N.O. The catalyst is C1CCCCC=1.CN(C=O)C.[OH-].[OH-].[Pd+2]. The product is [NH2:21][C:7]1[CH:8]=[C:9]2[C:4](=[CH:5][CH:6]=1)[N:3]=[C:2]([CH3:1])[N:11]([CH:12]1[CH2:17][CH2:16][C:15](=[O:18])[NH:14][C:13]1=[O:19])[C:10]2=[O:20]. The yield is 0.310. (5) The reactants are [I:1][C:2]1[CH:3]=[CH:4][C:5]([N:10]2[CH:14]=[C:13]([CH3:15])[N:12]=[CH:11]2)=[C:6]([CH:9]=1)[C:7]#[N:8].[CH3:16][N+:17]([CH3:19])=[CH2:18].[I-]. The catalyst is CN(C=O)C. The product is [CH3:16][N:17]([CH2:19][C:14]1[N:10]([C:5]2[CH:4]=[CH:3][C:2]([I:1])=[CH:9][C:6]=2[C:7]#[N:8])[CH:11]=[N:12][C:13]=1[CH3:15])[CH3:18]. The yield is 0.380. (6) The reactants are [Cl:1][C:2]1[C:3]2[CH2:4][C:5]3[CH2:9][N:8]([C@@H:10]([CH2:14][CH:15]4[CH2:20][CH2:19][CH2:18][CH2:17][CH2:16]4)[C:11]([OH:13])=O)[C:7](=[O:21])[C:6]=3[O:22][C:23]=2[CH:24]=[CH:25][CH:26]=1.[NH2:27][C:28]1[CH:33]=[CH:32][CH:31]=[CH:30][N:29]=1.ON1C2C=CC=CC=2N=N1. The catalyst is C(Cl)Cl.O. The product is [Cl:1][C:2]1[C:3]2[CH2:4][C:5]3[CH2:9][N:8]([C@@H:10]([CH2:14][CH:15]4[CH2:20][CH2:19][CH2:18][CH2:17][CH2:16]4)[C:11]([NH:27][C:28]4[CH:33]=[CH:32][CH:31]=[CH:30][N:29]=4)=[O:13])[C:7](=[O:21])[C:6]=3[O:22][C:23]=2[CH:24]=[CH:25][CH:26]=1. The yield is 0.208. (7) The reactants are [CH3:1][O:2][CH2:3][C:4](=O)[CH2:5][C:6]([O:8][CH3:9])=[O:7].[CH3:11]OC(OC)N(C)C.Cl.[C:20]1([NH:26][NH2:27])[CH:25]=[CH:24][CH:23]=[CH:22][CH:21]=1. No catalyst specified. The product is [CH3:1][O:2][CH2:3][C:4]1[C:5]([C:6]([O:8][CH3:9])=[O:7])=[CH:11][N:26]([C:20]2[CH:25]=[CH:24][CH:23]=[CH:22][CH:21]=2)[N:27]=1. The yield is 0.550. (8) The product is [O:22]1[C:26]2[CH:27]=[CH:28][CH:29]=[CH:30][C:25]=2[CH:24]=[C:23]1[C:2]1[C:10]2[C:5](=[CH:6][CH:7]=[C:8]([C:11]([O:13][CH2:14][CH3:15])=[O:12])[CH:9]=2)[N:4]([CH:16]2[CH2:21][CH2:20][CH2:19][CH2:18][O:17]2)[N:3]=1. The yield is 0.900. The catalyst is COCCOC. The reactants are Br[C:2]1[C:10]2[C:5](=[CH:6][CH:7]=[C:8]([C:11]([O:13][CH2:14][CH3:15])=[O:12])[CH:9]=2)[N:4]([CH:16]2[CH2:21][CH2:20][CH2:19][CH2:18][O:17]2)[N:3]=1.[O:22]1[C:26]2[CH:27]=[CH:28][CH:29]=[CH:30][C:25]=2[CH:24]=[C:23]1B(O)O.ClCCl.P([O-])([O-])([O-])=O.[K+].[K+].[K+]. (9) The reactants are [NH2:1][C:2]1[CH:9]=[CH:8][CH:7]=[CH:6][C:3]=1[CH:4]=O.Cl[CH2:11][C:12]([C:14]1[CH:19]=[CH:18][C:17]([F:20])=[CH:16][C:15]=1[F:21])=O.[OH-:22].[Na+].Cl. The catalyst is CO.O. The product is [F:21][C:15]1[CH:16]=[C:17]([F:20])[CH:18]=[CH:19][C:14]=1[C:12]1[C:11]([OH:22])=[CH:4][C:3]2[C:2](=[CH:9][CH:8]=[CH:7][CH:6]=2)[N:1]=1. The yield is 0.410.